From a dataset of NCI-60 drug combinations with 297,098 pairs across 59 cell lines. Regression. Given two drug SMILES strings and cell line genomic features, predict the synergy score measuring deviation from expected non-interaction effect. (1) Drug 1: CC(C1=C(C=CC(=C1Cl)F)Cl)OC2=C(N=CC(=C2)C3=CN(N=C3)C4CCNCC4)N. Drug 2: CNC(=O)C1=NC=CC(=C1)OC2=CC=C(C=C2)NC(=O)NC3=CC(=C(C=C3)Cl)C(F)(F)F. Cell line: UO-31. Synergy scores: CSS=22.6, Synergy_ZIP=0.121, Synergy_Bliss=-0.559, Synergy_Loewe=-1.81, Synergy_HSA=-1.74. (2) Synergy scores: CSS=1.47, Synergy_ZIP=-0.358, Synergy_Bliss=-1.19, Synergy_Loewe=-0.323, Synergy_HSA=-1.74. Cell line: MCF7. Drug 2: COCCOC1=C(C=C2C(=C1)C(=NC=N2)NC3=CC=CC(=C3)C#C)OCCOC.Cl. Drug 1: C1C(C(OC1N2C=NC3=C2NC=NCC3O)CO)O. (3) Drug 1: CC1C(C(CC(O1)OC2CC(CC3=C2C(=C4C(=C3O)C(=O)C5=C(C4=O)C(=CC=C5)OC)O)(C(=O)C)O)N)O.Cl. Drug 2: C1C(C(OC1N2C=NC(=NC2=O)N)CO)O. Cell line: ACHN. Synergy scores: CSS=20.7, Synergy_ZIP=-2.03, Synergy_Bliss=2.27, Synergy_Loewe=-1.63, Synergy_HSA=3.57. (4) Drug 1: CC1CCC2CC(C(=CC=CC=CC(CC(C(=O)C(C(C(=CC(C(=O)CC(OC(=O)C3CCCCN3C(=O)C(=O)C1(O2)O)C(C)CC4CCC(C(C4)OC)O)C)C)O)OC)C)C)C)OC. Drug 2: CC(C)CN1C=NC2=C1C3=CC=CC=C3N=C2N. Cell line: SW-620. Synergy scores: CSS=22.3, Synergy_ZIP=-8.88, Synergy_Bliss=-4.80, Synergy_Loewe=-4.52, Synergy_HSA=0.243. (5) Drug 1: CC=C1C(=O)NC(C(=O)OC2CC(=O)NC(C(=O)NC(CSSCCC=C2)C(=O)N1)C(C)C)C(C)C. Drug 2: C1CN(CCN1C(=O)CCBr)C(=O)CCBr. Cell line: SF-539. Synergy scores: CSS=56.8, Synergy_ZIP=-4.93, Synergy_Bliss=-2.53, Synergy_Loewe=-28.4, Synergy_HSA=2.27. (6) Drug 1: C1=CC(=CC=C1CCCC(=O)O)N(CCCl)CCCl. Drug 2: C1=CN(C=N1)CC(O)(P(=O)(O)O)P(=O)(O)O. Cell line: SN12C. Synergy scores: CSS=16.8, Synergy_ZIP=-6.37, Synergy_Bliss=-5.04, Synergy_Loewe=-8.01, Synergy_HSA=-5.32. (7) Drug 1: C1CN1C2=NC(=NC(=N2)N3CC3)N4CC4. Drug 2: CNC(=O)C1=NC=CC(=C1)OC2=CC=C(C=C2)NC(=O)NC3=CC(=C(C=C3)Cl)C(F)(F)F. Cell line: OVCAR-5. Synergy scores: CSS=6.89, Synergy_ZIP=-27.7, Synergy_Bliss=-56.2, Synergy_Loewe=-53.3, Synergy_HSA=-52.5. (8) Drug 1: CCCCCOC(=O)NC1=NC(=O)N(C=C1F)C2C(C(C(O2)C)O)O. Cell line: K-562. Synergy scores: CSS=-0.287, Synergy_ZIP=2.32, Synergy_Bliss=3.56, Synergy_Loewe=-6.35, Synergy_HSA=-1.67. Drug 2: CN(C(=O)NC(C=O)C(C(C(CO)O)O)O)N=O. (9) Drug 1: CC1C(C(=O)NC(C(=O)N2CCCC2C(=O)N(CC(=O)N(C(C(=O)O1)C(C)C)C)C)C(C)C)NC(=O)C3=C4C(=C(C=C3)C)OC5=C(C(=O)C(=C(C5=N4)C(=O)NC6C(OC(=O)C(N(C(=O)CN(C(=O)C7CCCN7C(=O)C(NC6=O)C(C)C)C)C)C(C)C)C)N)C. Drug 2: CC1CCC2CC(C(=CC=CC=CC(CC(C(=O)C(C(C(=CC(C(=O)CC(OC(=O)C3CCCCN3C(=O)C(=O)C1(O2)O)C(C)CC4CCC(C(C4)OC)OCCO)C)C)O)OC)C)C)C)OC. Cell line: OVCAR-5. Synergy scores: CSS=15.4, Synergy_ZIP=-4.98, Synergy_Bliss=-0.401, Synergy_Loewe=-3.32, Synergy_HSA=-1.81. (10) Drug 1: CC1=C(C=C(C=C1)NC2=NC=CC(=N2)N(C)C3=CC4=NN(C(=C4C=C3)C)C)S(=O)(=O)N.Cl. Drug 2: CCCS(=O)(=O)NC1=C(C(=C(C=C1)F)C(=O)C2=CNC3=C2C=C(C=N3)C4=CC=C(C=C4)Cl)F. Cell line: HCC-2998. Synergy scores: CSS=-11.0, Synergy_ZIP=11.9, Synergy_Bliss=4.57, Synergy_Loewe=-0.897, Synergy_HSA=-11.3.